This data is from Full USPTO retrosynthesis dataset with 1.9M reactions from patents (1976-2016). The task is: Predict the reactants needed to synthesize the given product. (1) Given the product [C:15]([O:14][C:12](=[O:13])[CH2:11][C@H:10]([C:19]1[O:23][N:22]=[C:21]([CH2:24][N:25]([CH2:27][C:28]([OH:30])=[O:29])[CH3:26])[N:20]=1)[CH2:9][CH2:8][CH2:7][CH:1]1[CH2:2][CH2:3][CH2:4][CH2:5][CH2:6]1)([CH3:18])([CH3:16])[CH3:17], predict the reactants needed to synthesize it. The reactants are: [CH:1]1([CH2:7][CH2:8][CH2:9][C@@H:10]([C:19]2[O:23][N:22]=[C:21]([CH2:24][N:25]([CH2:27][C:28]([O:30]CC)=[O:29])[CH3:26])[N:20]=2)[CH2:11][C:12]([O:14][C:15]([CH3:18])([CH3:17])[CH3:16])=[O:13])[CH2:6][CH2:5][CH2:4][CH2:3][CH2:2]1.O[Li].O. (2) Given the product [Br:1][C:2]1[CH:6]=[C:5]([C:7]([NH:29][C:30]2[C:42]([CH3:43])=[CH:41][C:40]([Cl:44])=[CH:39][C:31]=2[C:32]([NH:34][CH2:35][CH:36]2[CH2:38][CH2:37]2)=[O:33])=[O:9])[N:4]([C:10]2[C:15]([Cl:16])=[CH:14][CH:13]=[CH:12][N:11]=2)[N:3]=1, predict the reactants needed to synthesize it. The reactants are: [Br:1][C:2]1[CH:6]=[C:5]([C:7]([OH:9])=O)[N:4]([C:10]2[C:15]([Cl:16])=[CH:14][CH:13]=[CH:12][N:11]=2)[N:3]=1.N1C=CC=C(C)C=1.CS(Cl)(=O)=O.[NH2:29][C:30]1[C:42]([CH3:43])=[CH:41][C:40]([Cl:44])=[CH:39][C:31]=1[C:32]([NH:34][CH2:35][CH:36]1[CH2:38][CH2:37]1)=[O:33]. (3) The reactants are: [F:1][C:2]([F:14])([F:13])[O:3][C:4]1[CH:12]=[CH:11][C:7]([C:8]([OH:10])=O)=[CH:6][CH:5]=1.CN(C(ON1N=NC2C=CC=NC1=2)=[N+](C)C)C.F[P-](F)(F)(F)(F)F.CCN(C(C)C)C(C)C.[NH2:48][C:49]([CH3:69])([CH2:52][O:53][C:54]1[CH:55]=[CH:56][C:57]2[CH2:61][O:60][B:59]([OH:62])[C:58]=2[C:63]=1[C:64]1[S:65][CH:66]=[CH:67][CH:68]=1)[C:50]#[N:51]. Given the product [C:50]([C:49]([NH:48][C:8](=[O:10])[C:7]1[CH:6]=[CH:5][C:4]([O:3][C:2]([F:1])([F:14])[F:13])=[CH:12][CH:11]=1)([CH3:69])[CH2:52][O:53][C:54]1[CH:55]=[CH:56][C:57]2[CH2:61][O:60][B:59]([OH:62])[C:58]=2[C:63]=1[C:64]1[S:65][CH:66]=[CH:67][CH:68]=1)#[N:51], predict the reactants needed to synthesize it. (4) Given the product [CH2:15]([O:19][C:20]([NH:1][C@H:2]([C:6]([OH:8])=[O:7])[CH:3]([CH3:5])[CH3:4])=[O:21])[CH:16]([CH3:18])[CH3:17], predict the reactants needed to synthesize it. The reactants are: [NH2:1][C@H:2]([C:6]([OH:8])=[O:7])[CH:3]([CH3:5])[CH3:4].C(=O)([O-])[O-].[Na+].[Na+].[CH2:15]([O:19][C:20](Cl)=[O:21])[CH:16]([CH3:18])[CH3:17]. (5) The reactants are: Cl[C:2]1[N:7]=[C:6]2[N:8]([CH3:16])[C:9](=[O:15])[N:10]([CH2:11][CH:12]3[CH2:14][CH2:13]3)[C:5]2=[CH:4][CH:3]=1.[CH:17](/B(O)O)=[CH:18]\[CH3:19].[CH:23](NC(C)C)(C)C. Given the product [CH3:23][C:12]([CH3:13])([CH3:14])[CH2:11][N:10]1[C:5]2[C:6](=[N:7][C:2](/[CH:17]=[CH:18]/[CH3:19])=[CH:3][CH:4]=2)[N:8]([CH3:16])[C:9]1=[O:15], predict the reactants needed to synthesize it. (6) The reactants are: C([O:8][C:9](=[O:54])[C@@H:10]([NH:22][C:23](=[O:53])[C:24]1[CH:29]=[CH:28][C:27]([N:30]2[CH2:35][CH2:34][CH:33]([CH2:36][NH:37][CH2:38][C@H:39]([OH:52])[C:40]3[CH:45]=[CH:44][C:43]([OH:46])=[C:42]([NH:47][S:48]([CH3:51])(=[O:50])=[O:49])[CH:41]=3)[CH2:32][CH2:31]2)=[CH:26][CH:25]=1)[CH2:11][C:12]([O:14]CC1C=CC=CC=1)=[O:13])C1C=CC=CC=1. Given the product [OH:52][C@H:39]([C:40]1[CH:45]=[CH:44][C:43]([OH:46])=[C:42]([NH:47][S:48]([CH3:51])(=[O:49])=[O:50])[CH:41]=1)[CH2:38][NH:37][CH2:36][CH:33]1[CH2:32][CH2:31][N:30]([C:27]2[CH:28]=[CH:29][C:24]([C:23]([NH:22][C@@H:10]([CH2:11][C:12]([OH:14])=[O:13])[C:9]([OH:54])=[O:8])=[O:53])=[CH:25][CH:26]=2)[CH2:35][CH2:34]1, predict the reactants needed to synthesize it.